From a dataset of Peptide-MHC class II binding affinity with 134,281 pairs from IEDB. Regression. Given a peptide amino acid sequence and an MHC pseudo amino acid sequence, predict their binding affinity value. This is MHC class II binding data. (1) The peptide sequence is AEEVKVIPAGELQVI. The MHC is HLA-DPA10103-DPB10401 with pseudo-sequence HLA-DPA10103-DPB10401. The binding affinity (normalized) is 0.166. (2) The binding affinity (normalized) is 0.504. The MHC is DRB1_0404 with pseudo-sequence DRB1_0404. The peptide sequence is DDEVLIEVNPPFGDS. (3) The peptide sequence is LIGLRIVFAVLSIVNRVRQG. The MHC is HLA-DPA10103-DPB10401 with pseudo-sequence HLA-DPA10103-DPB10401. The binding affinity (normalized) is 0.578. (4) The peptide sequence is YTVALFLAVALVAGP. The MHC is DRB1_0802 with pseudo-sequence DRB1_0802. The binding affinity (normalized) is 0.0683.